From a dataset of Peptide-MHC class II binding affinity with 134,281 pairs from IEDB. Regression. Given a peptide amino acid sequence and an MHC pseudo amino acid sequence, predict their binding affinity value. This is MHC class II binding data. (1) The peptide sequence is KSRTLKSFFAWSLSD. The binding affinity (normalized) is 1.00. The MHC is DRB1_0701 with pseudo-sequence DRB1_0701. (2) The peptide sequence is GELHIVDKIDAAFKI. The MHC is DRB1_1101 with pseudo-sequence DRB1_1101. The binding affinity (normalized) is 0.570.